From a dataset of Blood-brain barrier permeability classification from the B3DB database. Regression/Classification. Given a drug SMILES string, predict its absorption, distribution, metabolism, or excretion properties. Task type varies by dataset: regression for continuous measurements (e.g., permeability, clearance, half-life) or binary classification for categorical outcomes (e.g., BBB penetration, CYP inhibition). Dataset: b3db_classification. (1) The molecule is OCCOCCN1CCN([C@H](c2ccccc2)c2ccc(Cl)cc2)CC1. The result is 1 (penetrates BBB). (2) The molecule is O=C(Nc1ccc2c(=O)cc(-c3nn[nH]n3)oc2c1)c1ccc(OCCCCc2ccccc2)cc1. The result is 0 (does not penetrate BBB). (3) The drug is C=CC[C@@H]1C=C(C)C[C@H](C)C[C@H](OC)[C@H]2O[C@@](O)(C(=O)C(=O)N3CCCC[C@H]3C(=O)O[C@H](/C(C)=C/[C@@H]3CC[C@@H](O)[C@H](OC)C3)[C@H](C)[C@@H](O)CC1=O)[C@H](C)C[C@@H]2OC. The result is 0 (does not penetrate BBB). (4) The drug is Cc1cccc(C)c1Nc1ncc(-c2ccc(OCCN3CCCC3)cc2)n2cncc12. The result is 1 (penetrates BBB). (5) The drug is CN1c2ccccc2[C@H](NCCCCCCC(=O)O)c2ccc(Cl)cc2S1(=O)=O. The result is 1 (penetrates BBB). (6) The drug is CCC(NC(=O)c1c(OCCCN(C)C)c(-c2ccccc2)nc2ccccc12)c1ccccc1. The result is 1 (penetrates BBB). (7) The compound is O=C(OC1CC2CCC(C1)[N+]21CCCC1)C(O)(c1ccccc1)c1ccccc1. The result is 1 (penetrates BBB).